This data is from NCI-60 drug combinations with 297,098 pairs across 59 cell lines. The task is: Regression. Given two drug SMILES strings and cell line genomic features, predict the synergy score measuring deviation from expected non-interaction effect. (1) Drug 1: C1=CC(=CC=C1CCCC(=O)O)N(CCCl)CCCl. Drug 2: C(CC(=O)O)C(=O)CN.Cl. Cell line: HL-60(TB). Synergy scores: CSS=51.0, Synergy_ZIP=-2.03, Synergy_Bliss=-4.22, Synergy_Loewe=-28.1, Synergy_HSA=-4.13. (2) Synergy scores: CSS=26.3, Synergy_ZIP=1.29, Synergy_Bliss=4.78, Synergy_Loewe=-11.6, Synergy_HSA=3.26. Drug 2: CC1=CC=C(C=C1)C2=CC(=NN2C3=CC=C(C=C3)S(=O)(=O)N)C(F)(F)F. Cell line: HT29. Drug 1: CC1C(C(CC(O1)OC2CC(CC3=C2C(=C4C(=C3O)C(=O)C5=C(C4=O)C(=CC=C5)OC)O)(C(=O)C)O)N)O.Cl. (3) Drug 1: CC(C)(C#N)C1=CC(=CC(=C1)CN2C=NC=N2)C(C)(C)C#N. Drug 2: C1CN(CCN1C(=O)CCBr)C(=O)CCBr. Cell line: SNB-19. Synergy scores: CSS=29.1, Synergy_ZIP=-0.611, Synergy_Bliss=4.74, Synergy_Loewe=4.54, Synergy_HSA=4.42. (4) Drug 1: CC1C(C(CC(O1)OC2CC(OC(C2O)C)OC3=CC4=CC5=C(C(=O)C(C(C5)C(C(=O)C(C(C)O)O)OC)OC6CC(C(C(O6)C)O)OC7CC(C(C(O7)C)O)OC8CC(C(C(O8)C)O)(C)O)C(=C4C(=C3C)O)O)O)O. Drug 2: N.N.Cl[Pt+2]Cl. Cell line: COLO 205. Synergy scores: CSS=49.9, Synergy_ZIP=-1.77, Synergy_Bliss=1.38, Synergy_Loewe=-9.62, Synergy_HSA=3.06. (5) Drug 1: CC1CCC2CC(C(=CC=CC=CC(CC(C(=O)C(C(C(=CC(C(=O)CC(OC(=O)C3CCCCN3C(=O)C(=O)C1(O2)O)C(C)CC4CCC(C(C4)OC)OCCO)C)C)O)OC)C)C)C)OC. Drug 2: CNC(=O)C1=NC=CC(=C1)OC2=CC=C(C=C2)NC(=O)NC3=CC(=C(C=C3)Cl)C(F)(F)F. Cell line: SK-MEL-2. Synergy scores: CSS=7.47, Synergy_ZIP=-7.40, Synergy_Bliss=-7.12, Synergy_Loewe=-27.8, Synergy_HSA=-10.5. (6) Drug 2: C1C(C(OC1N2C=NC(=NC2=O)N)CO)O. Drug 1: C1=NC(=NC(=O)N1C2C(C(C(O2)CO)O)O)N. Cell line: MOLT-4. Synergy scores: CSS=55.7, Synergy_ZIP=-2.51, Synergy_Bliss=-3.46, Synergy_Loewe=1.70, Synergy_HSA=3.60. (7) Drug 1: CC1=C2C(C(=O)C3(C(CC4C(C3C(C(C2(C)C)(CC1OC(=O)C(C(C5=CC=CC=C5)NC(=O)C6=CC=CC=C6)O)O)OC(=O)C7=CC=CC=C7)(CO4)OC(=O)C)O)C)OC(=O)C. Drug 2: CC1=C(C(=O)C2=C(C1=O)N3CC4C(C3(C2COC(=O)N)OC)N4)N. Cell line: SK-MEL-28. Synergy scores: CSS=39.2, Synergy_ZIP=-0.899, Synergy_Bliss=3.12, Synergy_Loewe=5.89, Synergy_HSA=6.28.